Task: Regression/Classification. Given a drug SMILES string, predict its toxicity properties. Task type varies by dataset: regression for continuous values (e.g., LD50, hERG inhibition percentage) or binary classification for toxic/non-toxic outcomes (e.g., AMES mutagenicity, cardiotoxicity, hepatotoxicity). Dataset: ames.. Dataset: Ames mutagenicity test results for genotoxicity prediction (1) The compound is O=[N+]([O-])c1cc(Cl)c(N=Nc2ccc(N(CCO)CCO)cc2Cl)c(Cl)c1. The result is 1 (mutagenic). (2) The compound is O=C(O)C1CSC(c2ccccc2O)N1C(=O)CCS. The result is 0 (non-mutagenic). (3) The molecule is OC1c2cccc3ccc4cccc(c4c23)C1O. The result is 0 (non-mutagenic). (4) The molecule is C[N+](C)(C)NCCC(=O)O. The result is 0 (non-mutagenic). (5) The molecule is Cc1cc(N(CCO)CCO)ccc1N=Nc1ccc(N)cc1. The result is 0 (non-mutagenic). (6) The compound is Clc1ccc(CCC2CO2)cc1. The result is 1 (mutagenic). (7) The compound is CC(=O)N(O)c1ccc(Oc2ccc(Cl)cc2)cc1. The result is 1 (mutagenic). (8) The molecule is CN[C@H](C)[C@@H](O)c1ccccc1. The result is 0 (non-mutagenic). (9) The compound is CNNCc1ccc(C(=O)NC(C)C)cc1. The result is 0 (non-mutagenic).